This data is from Full USPTO retrosynthesis dataset with 1.9M reactions from patents (1976-2016). The task is: Predict the reactants needed to synthesize the given product. (1) The reactants are: [CH2:1]([O:8][N:9]1[C:15](=[O:16])[N:14]2[CH2:17][C@H:10]1[CH2:11][CH2:12][C@H:13]2[C:18]([OH:20])=[O:19])[C:2]1[CH:7]=[CH:6][CH:5]=[CH:4][CH:3]=1.C(=O)([O-])O.[Na+].[CH2:26](Br)[CH:27]=[CH2:28].C(OCC)(=O)C. Given the product [CH2:28]([O:19][C:18]([C@@H:13]1[CH2:12][CH2:11][C@@H:10]2[CH2:17][N:14]1[C:15](=[O:16])[N:9]2[O:8][CH2:1][C:2]1[CH:7]=[CH:6][CH:5]=[CH:4][CH:3]=1)=[O:20])[CH:27]=[CH2:26], predict the reactants needed to synthesize it. (2) Given the product [CH3:26][O:24][C:23]([C:15]1[CH:16]=[C:17]([CH:18]=[CH:19][C:14]=1[O:13][CH2:12][C:6]1[CH:7]=[CH:8][CH:9]=[CH:10][CH:11]=1)[C:20]([OH:22])=[O:21])=[O:25], predict the reactants needed to synthesize it. The reactants are: OS(O)(=O)=O.[C:6]1([CH2:12][O:13][C:14]2[CH:19]=[CH:18][C:17]([C:20]([OH:22])=[O:21])=[CH:16][C:15]=2[C:23]([OH:25])=[O:24])[CH:11]=[CH:10][CH:9]=[CH:8][CH:7]=1.[CH3:26]OC(C1C=CC(OCC2C=CC=CC=2)=C(C=1)C(O)=O)=O. (3) Given the product [Cl:6][C:7]1[C:15]2[CH:14]=[C:13]([C:16](=[O:17])[CH2:1][CH2:2][CH3:3])[S:12][C:11]=2[CH:10]=[CH:9][CH:8]=1, predict the reactants needed to synthesize it. The reactants are: [CH2:1]([Mg]Cl)[CH2:2][CH3:3].[Cl:6][C:7]1[C:15]2[CH:14]=[C:13]([C:16](N(OC)C)=[O:17])[S:12][C:11]=2[CH:10]=[CH:9][CH:8]=1.O.Cl.